From a dataset of Reaction yield outcomes from USPTO patents with 853,638 reactions. Predict the reaction yield, written as a fraction of the theoretical maximum amount of product (1.0 means a 100% yield; for example, 0.34 means a 34% yield). (1) The reactants are Cl[CH2:2][CH2:3][NH:4][C:5]([NH:7][C@H:8]([C:10]1[CH:15]=[CH:14][CH:13]=[CH:12][CH:11]=1)[CH3:9])=[O:6].N12CCCN=C1CCCCC2. The catalyst is C(#N)C. The product is [C:10]1([C@@H:8]([NH:7][C:5]2[O:6][CH2:2][CH2:3][N:4]=2)[CH3:9])[CH:15]=[CH:14][CH:13]=[CH:12][CH:11]=1. The yield is 0.790. (2) The reactants are [F:1][C:2]1[CH:3]=[C:4]2[C:8](=[CH:9][CH:10]=1)[N:7]([CH2:11][C:12]1[CH:17]=[CH:16][C:15]([O:18][CH3:19])=[CH:14][CH:13]=1)[C:6](=[O:20])[C:5]2=O. The catalyst is O.NN.C(O)C.O. The product is [F:1][C:2]1[CH:3]=[C:4]2[C:8](=[CH:9][CH:10]=1)[N:7]([CH2:11][C:12]1[CH:17]=[CH:16][C:15]([O:18][CH3:19])=[CH:14][CH:13]=1)[C:6](=[O:20])[CH2:5]2. The yield is 0.900. (3) No catalyst specified. The yield is 0.160. The reactants are CON(C)[C:4](=[O:28])[C:5]1[CH:10]=[CH:9][CH:8]=[C:7]([C:11]2[CH:12]=[CH:13][C:14]3[O:18][C:17]([CH2:19][CH2:20][N:21]4[CH2:25][CH2:24][CH2:23][C@H:22]4[CH3:26])=[CH:16][C:15]=3[CH:27]=2)[CH:6]=1.C1([Mg]Br)CCCC1. The product is [CH3:26][C@@H:22]1[CH2:23][CH2:24][CH2:25][N:21]1[CH2:20][CH2:19][C:17]1[O:18][C:14]2[CH:13]=[CH:12][C:11]([C:7]3[CH:6]=[C:5]([CH:10]=[CH:9][CH:8]=3)[CH:4]=[O:28])=[CH:27][C:15]=2[CH:16]=1. (4) The reactants are [F:1][C:2]1[C:3]([C:10]2[CH:18]=[CH:17][C:13]([C:14](O)=[O:15])=[CH:12][C:11]=2[C:19]([O:21][CH3:22])=[O:20])=[CH:4][C:5]([O:8][CH3:9])=[N:6][CH:7]=1.B.C1COCC1. The catalyst is C1COCC1. The product is [F:1][C:2]1[C:3]([C:10]2[CH:18]=[CH:17][C:13]([CH2:14][OH:15])=[CH:12][C:11]=2[C:19]([O:21][CH3:22])=[O:20])=[CH:4][C:5]([O:8][CH3:9])=[N:6][CH:7]=1. The yield is 0.770. (5) The reactants are Br[C:2]1[CH:3]=[C:4]([N+:10]([O-:12])=[O:11])[C:5]([C:8]#[N:9])=[N:6][CH:7]=1.[O:13]1[CH2:18][CH2:17][CH2:16][CH2:15][CH:14]1[N:19]1[C:23](B2OC(C)(C)C(C)(C)O2)=[CH:22][CH:21]=[N:20]1.C(=O)([O-])[O-].[Na+].[Na+]. The catalyst is COCCOC.Cl[Pd](Cl)([P](C1C=CC=CC=1)(C1C=CC=CC=1)C1C=CC=CC=1)[P](C1C=CC=CC=1)(C1C=CC=CC=1)C1C=CC=CC=1. The product is [N+:10]([C:4]1[C:5]([C:8]#[N:9])=[N:6][CH:7]=[C:2]([C:23]2[N:19]([CH:14]3[CH2:15][CH2:16][CH2:17][CH2:18][O:13]3)[N:20]=[CH:21][CH:22]=2)[CH:3]=1)([O-:12])=[O:11]. The yield is 1.05. (6) The reactants are [C:1](Cl)(=[O:5])[CH2:2][CH2:3][CH3:4].[NH2:7][CH:8]1[C:16]2[C:11](=[CH:12][CH:13]=[CH:14][CH:15]=2)[CH2:10][CH2:9]1.CCN(CC)CC. The catalyst is COCCOC. The product is [C:1]([NH:7][CH:8]1[C:16]2[C:11](=[CH:12][CH:13]=[CH:14][CH:15]=2)[CH2:10][CH2:9]1)(=[O:5])[CH2:2][CH2:3][CH3:4]. The yield is 0.580. (7) The reactants are [C:1]([NH:4][C@H:5]1[CH2:10][CH2:9][CH2:8][C@H:7]([C:11]([O:13]C)=O)[CH2:6]1)(=[O:3])[CH3:2].[NH3:15]. No catalyst specified. The product is [C:1]([NH:4][C@H:5]1[CH2:10][CH2:9][CH2:8][C@H:7]([C:11]([NH2:15])=[O:13])[CH2:6]1)(=[O:3])[CH3:2]. The yield is 0.571. (8) The reactants are [C:1]([O:5][C:6](=[O:19])[CH2:7][C:8]1([CH2:17][NH2:18])[CH2:14][CH:13]2[CH:9]1[CH:10]=[C:11]([CH2:15][CH3:16])[CH2:12]2)([CH3:4])([CH3:3])[CH3:2].[C:20]([OH:30])(=[O:29])[C@@H:21]([C:23]1[CH:28]=[CH:27][CH:26]=[CH:25][CH:24]=1)[OH:22]. The catalyst is C(#N)C. The product is [C:20]([OH:30])(=[O:29])[C@@H:21]([C:23]1[CH:28]=[CH:27][CH:26]=[CH:25][CH:24]=1)[OH:22].[C:1]([O:5][C:6](=[O:19])[CH2:7][C@@:8]1([CH2:17][NH2:18])[CH2:14][C@@H:13]2[C@H:9]1[CH:10]=[C:11]([CH2:15][CH3:16])[CH2:12]2)([CH3:3])([CH3:2])[CH3:4]. The yield is 0.294. (9) The reactants are [OH:1][C:2]1[CH:11]=[CH:10][CH:9]=[C:8]2[C:3]=1[CH2:4][CH2:5][CH2:6][C:7]2=[O:12].[Br:13][C:14]1[CH:19]=[CH:18][C:17]([Cl:20])=[CH:16][C:15]=1[CH2:21]Br.C(=O)([O-])[O-].[K+].[K+]. The catalyst is CN(C)C=O.C(OCC)(=O)C. The product is [Br:13][C:14]1[CH:19]=[CH:18][C:17]([Cl:20])=[CH:16][C:15]=1[CH2:21][O:1][C:2]1[CH:11]=[CH:10][CH:9]=[C:8]2[C:3]=1[CH2:4][CH2:5][CH2:6][C:7]2=[O:12]. The yield is 0.940. (10) The reactants are [CH2:1]([O:8][C:9]1[CH:18]=[C:17]2[C:12]([CH:13]=[CH:14][C:15]([OH:19])=[CH:16]2)=[CH:11][C:10]=1B1OC(C)(C)C(C)(C)O1)[C:2]1[CH:7]=[CH:6][CH:5]=[CH:4][CH:3]=1.Cl[C:30]1[N:35]=[N:34][C:33]([N:36]([CH3:47])[CH:37]2[CH2:42][C:41]([CH3:44])([CH3:43])[NH:40][C:39]([CH3:46])([CH3:45])[CH2:38]2)=[CH:32][CH:31]=1. No catalyst specified. The product is [CH2:1]([O:8][C:9]1[CH:18]=[C:17]2[C:12]([CH:13]=[CH:14][C:15]([OH:19])=[CH:16]2)=[CH:11][C:10]=1[C:30]1[N:35]=[N:34][C:33]([N:36]([CH3:47])[CH:37]2[CH2:42][C:41]([CH3:43])([CH3:44])[NH:40][C:39]([CH3:46])([CH3:45])[CH2:38]2)=[CH:32][CH:31]=1)[C:2]1[CH:3]=[CH:4][CH:5]=[CH:6][CH:7]=1. The yield is 0.890.